From a dataset of NCI-60 drug combinations with 297,098 pairs across 59 cell lines. Regression. Given two drug SMILES strings and cell line genomic features, predict the synergy score measuring deviation from expected non-interaction effect. (1) Drug 1: C(CN)CNCCSP(=O)(O)O. Drug 2: CC1C(C(CC(O1)OC2CC(CC3=C2C(=C4C(=C3O)C(=O)C5=CC=CC=C5C4=O)O)(C(=O)C)O)N)O. Cell line: SW-620. Synergy scores: CSS=38.4, Synergy_ZIP=1.12, Synergy_Bliss=0.484, Synergy_Loewe=-49.7, Synergy_HSA=1.09. (2) Drug 1: CS(=O)(=O)OCCCCOS(=O)(=O)C. Drug 2: C1CCC(C(C1)N)N.C(=O)(C(=O)[O-])[O-].[Pt+4]. Cell line: U251. Synergy scores: CSS=34.6, Synergy_ZIP=-6.59, Synergy_Bliss=-0.0360, Synergy_Loewe=-12.5, Synergy_HSA=1.49.